From a dataset of Reaction yield outcomes from USPTO patents with 853,638 reactions. Predict the reaction yield, written as a fraction of the theoretical maximum amount of product (1.0 means a 100% yield; for example, 0.34 means a 34% yield). (1) The reactants are [O:1]1[CH:5]=[CH:4][N:3]=[CH:2]1.[Li]CCCC.I[C:12]1[CH:13]=[C:14]([C:22]([O:24][CH3:25])=[O:23])[CH:15]=[C:16]([CH:21]=1)[C:17]([O:19][CH3:20])=[O:18]. The catalyst is C1COCC1.CCOC(C)=O.O.[Cl-].[Cl-].[Zn+2].C1C=CC([P]([Pd]([P](C2C=CC=CC=2)(C2C=CC=CC=2)C2C=CC=CC=2)([P](C2C=CC=CC=2)(C2C=CC=CC=2)C2C=CC=CC=2)[P](C2C=CC=CC=2)(C2C=CC=CC=2)C2C=CC=CC=2)(C2C=CC=CC=2)C2C=CC=CC=2)=CC=1. The product is [O:1]1[CH:5]=[CH:4][N:3]=[C:2]1[C:12]1[CH:21]=[C:16]([C:17]([O:19][CH3:20])=[O:18])[CH:15]=[C:14]([CH:13]=1)[C:22]([O:24][CH3:25])=[O:23]. The yield is 0.540. (2) The catalyst is CN(C=O)C.CCOCC. The reactants are [CH2:1]([C:3]1[CH:4]=[CH:5][C:6]([OH:17])=[C:7]([C:9]([C:11]2[CH:16]=[CH:15][CH:14]=[CH:13][CH:12]=2)=[O:10])[CH:8]=1)[CH3:2].[OH:18][CH:19]([CH3:33])[CH2:20][CH2:21]OS(C1C=CC(C)=CC=1)(=O)=O.C([O-])([O-])=O.[Cs+].[Cs+]. The product is [CH2:1]([C:3]1[CH:4]=[CH:5][C:6]([O:17][CH2:21][CH2:20][CH:19]([OH:18])[CH3:33])=[C:7]([C:9]([C:11]2[CH:16]=[CH:15][CH:14]=[CH:13][CH:12]=2)=[O:10])[CH:8]=1)[CH3:2]. The yield is 0.890. (3) The reactants are [NH:1]1[CH:5]=[CH:4][CH:3]=[N:2]1.[O:6]1[CH:11]=[CH:10][CH2:9][CH2:8][CH2:7]1.C(O)(C(F)(F)F)=O. The catalyst is [H-].[Na+]. The product is [O:6]1[CH2:11][CH2:10][CH2:9][CH2:8][CH:7]1[N:1]1[CH:5]=[CH:4][CH:3]=[N:2]1. The yield is 0.490. (4) The reactants are Br[C:2]1[CH:7]=[C:6]([C:8]([CH3:11])([CH3:10])[CH3:9])[C:5]([N+:12]([O-:14])=[O:13])=[CH:4][C:3]=1[NH2:15].CCN(CC)CC.[CH3:23][Si:24]([C:27]#[CH:28])([CH3:26])[CH3:25]. The catalyst is C1(C)C=CC=CC=1.O.Cl[Pd](Cl)([P](C1C=CC=CC=1)(C1C=CC=CC=1)C1C=CC=CC=1)[P](C1C=CC=CC=1)(C1C=CC=CC=1)C1C=CC=CC=1.[Cu]I. The product is [C:8]([C:6]1[C:5]([N+:12]([O-:14])=[O:13])=[CH:4][C:3]([NH:15][C:28]#[C:27][Si:24]([CH3:26])([CH3:25])[CH3:23])=[CH:2][CH:7]=1)([CH3:11])([CH3:10])[CH3:9]. The yield is 0.810. (5) The reactants are BrBr.[OH-].[Na+].[Br:5][C:6]1[CH:19]=[C:18]([O:20][CH3:21])[CH:17]=[CH:16][C:7]=1[C:8](C1C=CC=CC=1)=[O:9].S([O-])([O-])=[O:23].[Na+].[Na+].Br[O-].[Na+].Cl. No catalyst specified. The product is [Br:5][C:6]1[CH:19]=[C:18]([O:20][CH3:21])[CH:17]=[CH:16][C:7]=1[C:8]([OH:9])=[O:23]. The yield is 0.950. (6) The reactants are [CH3:1][C:2]1([CH3:10])[CH2:7][C:6](=O)[CH2:5][C:4](=[O:9])[CH2:3]1.[C:11](#[N:15])[CH2:12][C:13]#[N:14].N1CCCCC1. The catalyst is CCO. The product is [CH3:10][C:2]1([CH3:1])[CH2:3][C:4](=[O:9])[CH2:5][C:6](=[C:12]([C:11]#[N:15])[C:13]#[N:14])[CH2:7]1. The yield is 0.820. (7) The reactants are [I:1][C:2]1[CH:3]=[C:4]2[C:8](=[CH:9][CH:10]=1)[NH:7][N:6]=[C:5]2[C:11]([N:13]([O:15][CH3:16])[CH3:14])=[O:12].[O:17]1[CH:22]=[CH:21][CH2:20][CH2:19][CH2:18]1.C([O-])(O)=O.[Na+]. The catalyst is C(Cl)Cl.CC1C=CC(S([O-])(=O)=O)=CC=1.C1C=C[NH+]=CC=1. The product is [I:1][C:2]1[CH:3]=[C:4]2[C:8](=[CH:9][CH:10]=1)[N:7]([CH:18]1[CH2:19][CH2:20][CH2:21][CH2:22][O:17]1)[N:6]=[C:5]2[C:11]([N:13]([O:15][CH3:16])[CH3:14])=[O:12]. The yield is 0.920. (8) The product is [CH3:20][C:13]1[CH:14]=[C:15]([CH3:19])[CH:16]=[C:17]([CH3:18])[C:12]=1[S:9]([NH:8][CH:6]([CH3:7])[CH2:5][SH:4])(=[O:10])=[O:11]. The reactants are C([S:4][CH2:5][CH:6]([NH:8][S:9]([C:12]1[C:17]([CH3:18])=[CH:16][C:15]([CH3:19])=[CH:14][C:13]=1[CH3:20])(=[O:11])=[O:10])[CH3:7])(=O)C. The catalyst is CO. The yield is 0.970. (9) The reactants are [CH3:1][S:2]([C:5]1[CH:6]=[CH:7][C:8]([NH:11][CH:12]2[CH2:17][CH2:16][NH:15][CH2:14][CH2:13]2)=[N:9][CH:10]=1)(=[O:4])=[O:3].[CH2:18]([O:20][C:21]1[CH:22]=[C:23]([CH:26]=[C:27]([O:30][CH2:31][CH3:32])[C:28]=1[F:29])[CH:24]=O)[CH3:19].C(N(C(C)C)C(C)C)C.C(O)(=O)C.C([BH3-])#N.[Na+].C(=O)([O-])[O-].[Na+].[Na+]. The catalyst is C(O)C.O. The product is [CH2:18]([O:20][C:21]1[CH:22]=[C:23]([CH:26]=[C:27]([O:30][CH2:31][CH3:32])[C:28]=1[F:29])[CH2:24][N:15]1[CH2:16][CH2:17][CH:12]([NH:11][C:8]2[CH:7]=[CH:6][C:5]([S:2]([CH3:1])(=[O:3])=[O:4])=[CH:10][N:9]=2)[CH2:13][CH2:14]1)[CH3:19]. The yield is 0.710.